Dataset: Catalyst prediction with 721,799 reactions and 888 catalyst types from USPTO. Task: Predict which catalyst facilitates the given reaction. (1) Reactant: [F:1][C:2]1[C:3]([C:9]2[CH:14]=[CH:13][C:12]([CH3:15])=[CH:11][N+:10]=2[O-:16])=[N:4][C:5]([CH3:8])=[CH:6][CH:7]=1.[N+:17]([O-])([O-:19])=[O:18].[K+].C([O-])([O-])=O.[Na+].[Na+]. Product: [F:1][C:2]1[C:3]([C:9]2[CH:14]=[C:13]([N+:17]([O-:19])=[O:18])[C:12]([CH3:15])=[CH:11][N+:10]=2[O-:16])=[N:4][C:5]([CH3:8])=[CH:6][CH:7]=1. The catalyst class is: 82. (2) The catalyst class is: 2. Reactant: [F:1][C:2]1[CH:7]=[CH:6][C:5]([CH:8](C2C=CC=CC=2)[C@@:9]([NH:38]C(=O)OC(C)(C)C)([C:11]2[O:12][C:13]([C:16]3[CH:21]=[C:20]([N:22]([CH3:27])[S:23]([CH3:26])(=[O:25])=[O:24])[N:19]=[C:18]([N:28]([CH2:34][CH2:35][O:36][CH3:37])[CH2:29][C@@H:30]4[CH2:32][C@H:31]4[CH3:33])[CH:17]=3)=[N:14][N:15]=2)[CH3:10])=[CH:4][CH:3]=1.[C:52]([OH:58])([C:54]([F:57])([F:56])[F:55])=[O:53]. Product: [NH2:38][C@:9]([C:11]1[O:12][C:13]([C:16]2[CH:17]=[C:18]([N:28]([CH2:34][CH2:35][O:36][CH3:37])[CH2:29][C@@H:30]3[CH2:32][C@H:31]3[CH3:33])[N:19]=[C:20]([N:22]([CH3:27])[S:23]([CH3:26])(=[O:24])=[O:25])[CH:21]=2)=[N:14][N:15]=1)([CH3:10])[CH2:8][C:5]1[CH:6]=[CH:7][C:2]([F:1])=[CH:3][CH:4]=1.[C:52]([OH:58])([C:54]([F:57])([F:56])[F:55])=[O:53]. (3) Reactant: [NH:1]1[C:9]2[C:4](=[CH:5][CH:6]=[C:7]([CH2:10][OH:11])[CH:8]=2)[CH:3]=[CH:2]1.C1CCN2C(=NCCC2)CC1.[Si:23](Cl)([C:26]([CH3:29])([CH3:28])[CH3:27])([CH3:25])[CH3:24].O. Product: [Si:23]([O:11][CH2:10][C:7]1[CH:8]=[C:9]2[C:4]([CH:3]=[CH:2][NH:1]2)=[CH:5][CH:6]=1)([C:26]([CH3:29])([CH3:28])[CH3:27])([CH3:25])[CH3:24]. The catalyst class is: 2. (4) Reactant: [CH2:1]([O:8][C:9]1[CH:57]=[CH:56][C:12]([C:13]([O:15][C:16]2[CH:21]=[CH:20][C:19]([CH2:22][N:23]([CH2:48][C:49]([O:51]C(C)(C)C)=[O:50])[C:24](=[O:47])[C:25]3[CH:30]=[CH:29][C:28]([NH:31][C:32](=[O:46])[CH2:33][C:34]4[CH:39]=[CH:38][C:37]([O:40][CH3:41])=[CH:36][C:35]=4[C:42]([F:45])([F:44])[F:43])=[CH:27][N:26]=3)=[CH:18][CH:17]=2)=[O:14])=[CH:11][CH:10]=1)[CH2:2][CH2:3][CH2:4][CH2:5][CH2:6][CH3:7].C(O)(C(F)(F)F)=O. Product: [CH2:1]([O:8][C:9]1[CH:10]=[CH:11][C:12]([C:13]([O:15][C:16]2[CH:17]=[CH:18][C:19]([CH2:22][N:23]([CH2:48][C:49]([OH:51])=[O:50])[C:24](=[O:47])[C:25]3[CH:30]=[CH:29][C:28]([NH:31][C:32](=[O:46])[CH2:33][C:34]4[CH:39]=[CH:38][C:37]([O:40][CH3:41])=[CH:36][C:35]=4[C:42]([F:43])([F:44])[F:45])=[CH:27][N:26]=3)=[CH:20][CH:21]=2)=[O:14])=[CH:56][CH:57]=1)[CH2:2][CH2:3][CH2:4][CH2:5][CH2:6][CH3:7]. The catalyst class is: 2.